Dataset: Full USPTO retrosynthesis dataset with 1.9M reactions from patents (1976-2016). Task: Predict the reactants needed to synthesize the given product. (1) Given the product [CH2:1]([C:3]([F:30])([CH2:28][CH3:29])[CH2:4][N:5]1[CH2:6][CH2:7][CH:8]([CH2:11][O:12][C:13]2[CH:18]=[CH:17][C:16]([C:19]3[CH:20]=[CH:21][C:22]([C:25]([N:31]4[CH2:36][CH2:35][CH2:34][C@@H:33]([OH:37])[CH2:32]4)=[O:27])=[CH:23][CH:24]=3)=[CH:15][CH:14]=2)[CH2:9][CH2:10]1)[CH3:2], predict the reactants needed to synthesize it. The reactants are: [CH2:1]([C:3]([F:30])([CH2:28][CH3:29])[CH2:4][N:5]1[CH2:10][CH2:9][CH:8]([CH2:11][O:12][C:13]2[CH:18]=[CH:17][C:16]([C:19]3[CH:24]=[CH:23][C:22]([C:25]([OH:27])=O)=[CH:21][CH:20]=3)=[CH:15][CH:14]=2)[CH2:7][CH2:6]1)[CH3:2].[NH:31]1[CH2:36][CH2:35][CH2:34][C@@H:33]([OH:37])[CH2:32]1.F[P-](F)(F)(F)(F)F.N1(O[P+](N(C)C)(N(C)C)N(C)C)C2C=CC=CC=2N=N1.O. (2) Given the product [C:52]([NH:55][C:56]1[CH:61]=[CH:60][C:59]([C:2]2[C:3]3[CH:4]=[CH:5][C:6]([N:43]=3)=[C:7]([C:34]3[C:35]([CH3:42])=[CH:36][C:37]([CH3:41])=[CH:38][C:39]=3[CH3:40])[C:8]3[NH:12][C:11]([CH:13]=[C:14]4[N:33]=[C:17]([C:18]([C:24]5[C:25]([CH3:32])=[CH:26][C:27]([CH3:31])=[CH:28][C:29]=5[CH3:30])=[C:19]5[NH:23][C:22]=2[CH:21]=[CH:20]5)[CH:16]=[CH:15]4)=[CH:10][CH:9]=3)=[CH:58][CH:57]=1)(=[O:54])[CH3:53], predict the reactants needed to synthesize it. The reactants are: Br[C:2]1[C:3]2[CH:4]=[CH:5][C:6]([N:43]=2)=[C:7]([C:34]2[C:39]([CH3:40])=[CH:38][C:37]([CH3:41])=[CH:36][C:35]=2[CH3:42])[C:8]2[NH:12][C:11]([CH:13]=[C:14]3[N:33]=[C:17]([C:18]([C:24]4[C:29]([CH3:30])=[CH:28][C:27]([CH3:31])=[CH:26][C:25]=4[CH3:32])=[C:19]4[NH:23][C:22]=1[CH:21]=[CH:20]4)[CH:16]=[CH:15]3)=[CH:10][CH:9]=2.[O-]P([O-])([O-])=O.[K+].[K+].[K+].[C:52]([NH:55][C:56]1[CH:61]=[CH:60][C:59](B(O)O)=[CH:58][CH:57]=1)(=[O:54])[CH3:53]. (3) The reactants are: [CH2:1]([S:4][C:5]1[S:6][C:7]([C:17]([NH2:19])=[O:18])=[C:8]2[C:16]=1[C:15]1[NH:14][N:13]=[CH:12][C:11]=1[CH2:10][CH2:9]2)[CH2:2][CH3:3].[H-].[Na+].[CH3:22][S:23](Cl)(=[O:25])=[O:24].C(O)(=O)CC(CC(O)=O)(C(O)=O)O. Given the product [CH3:22][S:23]([N:13]1[CH:12]=[C:11]2[C:15]([C:16]3[C:8](=[C:7]([C:17]([NH2:19])=[O:18])[S:6][C:5]=3[S:4][CH2:1][CH2:2][CH3:3])[CH2:9][CH2:10]2)=[N:14]1)(=[O:25])=[O:24], predict the reactants needed to synthesize it. (4) Given the product [CH3:1][S:2]([C:3]1[S:4][C:5]2[CH:11]=[C:10]([CH2:12][N:13]3[C:17]4=[N:18][CH:19]=[C:20]([C:22]([F:25])([F:23])[F:24])[CH:21]=[C:16]4[N:15]=[CH:14]3)[CH:9]=[CH:8][C:6]=2[N:7]=1)=[O:34], predict the reactants needed to synthesize it. The reactants are: [CH3:1][S:2][C:3]1[S:4][C:5]2[CH:11]=[C:10]([CH2:12][N:13]3[C:17]4=[N:18][CH:19]=[C:20]([C:22]([F:25])([F:24])[F:23])[CH:21]=[C:16]4[N:15]=[CH:14]3)[CH:9]=[CH:8][C:6]=2[N:7]=1.C1C=C(Cl)C=C(C(OO)=[O:34])C=1.